This data is from Catalyst prediction with 721,799 reactions and 888 catalyst types from USPTO. The task is: Predict which catalyst facilitates the given reaction. Reactant: [CH3:1][O:2][C:3]1[CH:4]=[C:5]2[C:20](=[CH:21][C:22]=1[O:23][CH3:24])[C:8]1[NH:9][N:10]=[C:11]([NH:12][C:13]3[CH:18]=[CH:17][CH:16]=[C:15]([F:19])[CH:14]=3)[C:7]=1[CH2:6]2.C([O:32][CH2:33][C:34](Cl)=[O:35])C1C=CC=CC=1.C(N(C(C)C)CC)(C)C. Product: [F:19][C:15]1[CH:14]=[C:13]([NH:12][C:11]2[C:7]3[CH2:6][C:5]4[C:20](=[CH:21][C:22]([O:23][CH3:24])=[C:3]([O:2][CH3:1])[CH:4]=4)[C:8]=3[N:9]([C:33](=[O:32])[CH2:34][OH:35])[N:10]=2)[CH:18]=[CH:17][CH:16]=1. The catalyst class is: 3.